From a dataset of Full USPTO retrosynthesis dataset with 1.9M reactions from patents (1976-2016). Predict the reactants needed to synthesize the given product. (1) The reactants are: [NH:1]1[CH2:5][CH2:4][C@H:3]([N:6]([CH2:15][C:16]2[CH:21]=[CH:20][CH:19]=[CH:18][C:17]=2[C:22]([F:25])([F:24])[F:23])[C:7]2[CH:14]=[CH:13][C:10]([C:11]#[N:12])=[CH:9][CH:8]=2)[CH2:2]1.[CH3:26][C:27](C)(O)[C:28]#N. Given the product [CH3:26][CH:27]([N:1]1[CH2:5][CH2:4][C@H:3]([N:6]([CH2:15][C:16]2[CH:21]=[CH:20][CH:19]=[CH:18][C:17]=2[C:22]([F:24])([F:23])[F:25])[C:7]2[CH:8]=[CH:9][C:10]([C:11]#[N:12])=[CH:13][CH:14]=2)[CH2:2]1)[CH3:28], predict the reactants needed to synthesize it. (2) Given the product [F:27][C:28]1[CH:37]=[C:36]2[C:31]([CH:32]=[CH:33][CH:34]=[C:35]2[N:38]2[CH2:43][CH2:42][N:41]([CH2:12][CH2:11][CH2:10][CH2:9][O:8][C:6]3[N:7]=[C:2]([CH3:1])[C:3]4[CH:17]=[CH:16][C:15](=[O:18])[N:14]([CH3:19])[C:4]=4[N:5]=3)[CH2:40][CH2:39]2)=[CH:30][CH:29]=1, predict the reactants needed to synthesize it. The reactants are: [CH3:1][C:2]1[C:3]2[CH:17]=[CH:16][C:15](=[O:18])[N:14]([CH3:19])[C:4]=2[N:5]=[C:6]([O:8][CH2:9][CH2:10][CH2:11][CH:12]=O)[N:7]=1.FC(F)(F)C(O)=O.[F:27][C:28]1[CH:37]=[C:36]2[C:31]([CH:32]=[CH:33][CH:34]=[C:35]2[N:38]2[CH2:43][CH2:42][NH:41][CH2:40][CH2:39]2)=[CH:30][CH:29]=1.C(N(CC)CC)C.C(O[BH-](OC(=O)C)OC(=O)C)(=O)C.[Na+]. (3) Given the product [NH2:8][C:9]1[S:13][C:12]([C:47]2[C:46]([F:61])=[CH:45][N:44]=[CH:43][C:42]=2[F:41])=[N:11][C:10]=1[C:15]([NH:17][C:18]1[CH:19]=[N:20][N:21]([CH3:40])[C:22]=1[N:23]1[CH2:24][CH2:25][CH:26]([NH2:32])[CH2:27][C:28]([F:30])([F:31])[CH2:29]1)=[O:16], predict the reactants needed to synthesize it. The reactants are: C(OC([NH:8][C:9]1[S:13][C:12](Br)=[N:11][C:10]=1[C:15]([NH:17][C:18]1[CH:19]=[N:20][N:21]([CH3:40])[C:22]=1[N:23]1[CH2:29][C:28]([F:31])([F:30])[CH2:27][CH:26]([NH:32]C(=O)OC(C)(C)C)[CH2:25][CH2:24]1)=[O:16])=O)(C)(C)C.[F:41][C:42]1[CH:43]=[N:44][CH:45]=[C:46]([F:61])[C:47]=1[Sn](CCCC)(CCCC)CCCC. (4) Given the product [N:1]1([CH2:6][CH2:7][CH2:8][NH2:9])[CH:5]=[N:4][CH:3]=[N:2]1, predict the reactants needed to synthesize it. The reactants are: [N:1]1([CH2:6][CH2:7][C:8]#[N:9])[CH:5]=[N:4][CH:3]=[N:2]1.[NH4+].[OH-].[H][H]. (5) Given the product [CH3:1][O:2][C:3]([C:5]1[CH2:6][O:7][CH2:8][C:9]=1[C:10]#[N:11])=[O:4], predict the reactants needed to synthesize it. The reactants are: [CH3:1][O:2][C:3]([CH:5]1[CH:9]([C:10]#[N:11])[CH2:8][O:7][CH2:6]1)=[O:4].O=S(Cl)Cl.O.